Dataset: Orexin1 receptor HTS with 218,158 compounds and 233 confirmed actives. Task: Binary Classification. Given a drug SMILES string, predict its activity (active/inactive) in a high-throughput screening assay against a specified biological target. (1) The drug is O1C(C(=O)C(/c2c1ccc1c2oc(=O)cc1)=C\NNC(=O)N)(C)C. The result is 0 (inactive). (2) The molecule is S(c1n(C2CCCC2)c(=O)c2c(sc(c2C)C)n1)CC(=O)Nc1noc(c1)C. The result is 0 (inactive).